This data is from Forward reaction prediction with 1.9M reactions from USPTO patents (1976-2016). The task is: Predict the product of the given reaction. (1) Given the reactants [F:1][C:2]1[C:12]([CH2:13][O:14][C:15]2[CH:16]=[N:17][C:18]([N:21]3[CH2:26][CH2:25][O:24][CH2:23][CH2:22]3)=[N:19][CH:20]=2)=[CH:11][CH:10]=[CH:9][C:3]=1[C:4](OCC)=[O:5].[H-].C([Al+]CC(C)C)C(C)C.C1(C)C=CC=CC=1, predict the reaction product. The product is: [F:1][C:2]1[C:12]([CH2:13][O:14][C:15]2[CH:16]=[N:17][C:18]([N:21]3[CH2:22][CH2:23][O:24][CH2:25][CH2:26]3)=[N:19][CH:20]=2)=[CH:11][CH:10]=[CH:9][C:3]=1[CH2:4][OH:5]. (2) Given the reactants [Br:1][C:2]1[C:3](C)=[N:4][C:5]([Cl:8])=[CH:6][CH:7]=1.Br[C:11]1C=C(C)C(N)=NC=1, predict the reaction product. The product is: [Br:1][C:2]1[CH:7]=[C:6]([CH3:11])[C:5]([Cl:8])=[N:4][CH:3]=1. (3) Given the reactants [CH3:1][CH:2]([CH2:13][CH2:14][C:15]1[C:20]([CH3:22])([CH3:21])[CH2:19][CH2:18][CH2:17][C:16]=1[CH3:23])[CH:3]=[C:4]([C:9]([O:11]C)=[O:10])[C:5]([O:7][CH3:8])=[O:6].[OH-].[Na+].C([O-])(O)=O.[Na+], predict the reaction product. The product is: [CH3:8][O:7][C:5]([C:4](=[CH:3][CH:2]([CH3:1])[CH2:13][CH2:14][C:15]1[C:20]([CH3:22])([CH3:21])[CH2:19][CH2:18][CH2:17][C:16]=1[CH3:23])[C:9]([OH:11])=[O:10])=[O:6].